Task: Predict the reactants needed to synthesize the given product.. Dataset: Full USPTO retrosynthesis dataset with 1.9M reactions from patents (1976-2016) Given the product [CH3:13][N:14]1[CH2:18][CH2:17][CH2:16][CH:15]1[CH2:19][CH2:20][NH:21][CH2:11][C:1]1[C:10]2[C:5](=[CH:6][CH:7]=[CH:8][CH:9]=2)[CH:4]=[CH:3][CH:2]=1, predict the reactants needed to synthesize it. The reactants are: [C:1]1([CH:11]=O)[C:10]2[C:5](=[CH:6][CH:7]=[CH:8][CH:9]=2)[CH:4]=[CH:3][CH:2]=1.[CH3:13][N:14]1[CH2:18][CH2:17][CH2:16][CH:15]1[CH2:19][CH2:20][NH2:21].[Na].